From a dataset of Peptide-MHC class II binding affinity with 134,281 pairs from IEDB. Regression. Given a peptide amino acid sequence and an MHC pseudo amino acid sequence, predict their binding affinity value. This is MHC class II binding data. (1) The peptide sequence is GELQIVDKIDAPFKI. The MHC is DRB1_0701 with pseudo-sequence DRB1_0701. The binding affinity (normalized) is 0.557. (2) The peptide sequence is GELQIVVKIDAAFKI. The MHC is DRB1_0101 with pseudo-sequence DRB1_0101. The binding affinity (normalized) is 0.477. (3) The peptide sequence is PLVWHLERAETAATA. The MHC is DRB4_0101 with pseudo-sequence DRB4_0103. The binding affinity (normalized) is 0.837. (4) The peptide sequence is RDLEVVAATPTSLLI. The MHC is HLA-DPA10301-DPB10402 with pseudo-sequence HLA-DPA10301-DPB10402. The binding affinity (normalized) is 0.434. (5) The peptide sequence is YDKILANVSTVLTGK. The MHC is DRB1_0405 with pseudo-sequence DRB1_0405. The binding affinity (normalized) is 0.200.